From a dataset of Catalyst prediction with 721,799 reactions and 888 catalyst types from USPTO. Predict which catalyst facilitates the given reaction. (1) Reactant: [F:1][C:2]([F:26])([F:25])[C@H:3]([N:12]1[CH2:16][CH2:15][C@H:14]([NH:17][C:18](=[O:24])[O:19][C:20]([CH3:23])([CH3:22])[CH3:21])[CH2:13]1)[C:4]1[CH:5]=[N:6][C:7]([NH:10][NH2:11])=[CH:8][CH:9]=1.[OH:27][C@@H:28]([CH3:43])[CH2:29][O:30][C:31]1[CH:32]=[CH:33][CH:34]=[C:35]2[C:40]=1[N:39]=[C:38]([CH:41]=O)[CH:37]=[CH:36]2.C(O)C.C(O)(=O)C.C(O)(=O)C.I(C1C=CC=CC=1)=O.C(=O)(O)[O-].[Na+]. Product: [F:26][C:2]([F:25])([F:1])[C@H:3]([N:12]1[CH2:16][CH2:15][C@H:14]([NH:17][C:18](=[O:24])[O:19][C:20]([CH3:22])([CH3:23])[CH3:21])[CH2:13]1)[C:4]1[CH:9]=[CH:8][C:7]2[N:6]([C:41]([C:38]3[CH:37]=[CH:36][C:35]4[C:40](=[C:31]([O:30][CH2:29][C@@H:28]([OH:27])[CH3:43])[CH:32]=[CH:33][CH:34]=4)[N:39]=3)=[N:11][N:10]=2)[CH:5]=1. The catalyst class is: 13. (2) Reactant: [C:1]([O:4][C@H:5]([C:9]([CH3:12])([CH3:11])[CH3:10])[C:6]([OH:8])=O)(=[O:3])[CH3:2].C(Cl)(=O)C(Cl)=O.[C:19]([O:23][C:24](=[O:44])[NH:25][CH2:26][C:27]1[CH:32]=[CH:31][C:30]([Cl:33])=[CH:29][C:28]=1[CH2:34][NH:35][C:36]([C@@H:38]1[CH2:43][O:42][CH2:41][CH2:40][NH:39]1)=[O:37])([CH3:22])([CH3:21])[CH3:20].C(N(CC)CC)C. Product: [C:1]([O:4][C@H:5]([C:9]([CH3:12])([CH3:11])[CH3:10])[C:6]([N:39]1[CH2:40][CH2:41][O:42][CH2:43][C@H:38]1[C:36](=[O:37])[NH:35][CH2:34][C:28]1[CH:29]=[C:30]([Cl:33])[CH:31]=[CH:32][C:27]=1[CH2:26][NH:25][C:24]([O:23][C:19]([CH3:21])([CH3:20])[CH3:22])=[O:44])=[O:8])(=[O:3])[CH3:2]. The catalyst class is: 2. (3) Reactant: C[O:2][C:3](=[O:19])[C:4]([F:18])([F:17])[CH2:5][NH:6][C:7]([O:9][CH2:10][C:11]1[CH:16]=[CH:15][CH:14]=[CH:13][CH:12]=1)=[O:8].C1COCC1.[OH-].[Na+]. Product: [CH2:10]([O:9][C:7]([NH:6][CH2:5][C:4]([F:17])([F:18])[C:3]([OH:19])=[O:2])=[O:8])[C:11]1[CH:12]=[CH:13][CH:14]=[CH:15][CH:16]=1. The catalyst class is: 5.